Task: Predict which catalyst facilitates the given reaction.. Dataset: Catalyst prediction with 721,799 reactions and 888 catalyst types from USPTO (1) Reactant: [Sn](Cl)(CCCC)(CCCC)CCCC.C1(C)C(C)=CC=CC=1.[C:23]([C:25]1[CH:34]=[CH:33][C:32]2[C:27](=[CH:28][CH:29]=[CH:30][CH:31]=2)[C:26]=1[C:35]1[C:44]2[C:39](=[CH:40][CH:41]=[CH:42][CH:43]=2)[CH:38]=[CH:37][C:36]=1[N:45](C)[C:46](=O)OC(C)(C)C)#[N:24].[N-:54]=[N+:55]=[N-:56].[Na+]. Product: [CH3:46][NH:45][C:36]1[C:35]([C:26]2[C:27]3[C:32](=[CH:31][CH:30]=[CH:29][CH:28]=3)[CH:33]=[CH:34][C:25]=2[C:23]2[NH:56][N:55]=[N:54][N:24]=2)=[C:44]2[C:39](=[CH:38][CH:37]=1)[CH:40]=[CH:41][CH:42]=[CH:43]2. The catalyst class is: 6. (2) Reactant: [CH:1]1([C:7]2[CH:12]=[C:11]([O:13][CH3:14])[C:10]([O:15]C(C)C)=[CH:9][C:8]=2[C:19](=[O:21])[CH3:20])[CH2:6][CH2:5][CH2:4][CH2:3][CH2:2]1.[Al+3].[Cl-].[Cl-].[Cl-]. Product: [CH:1]1([C:7]2[CH:12]=[C:11]([O:13][CH3:14])[C:10]([OH:15])=[CH:9][C:8]=2[C:19](=[O:21])[CH3:20])[CH2:2][CH2:3][CH2:4][CH2:5][CH2:6]1. The catalyst class is: 2. (3) Reactant: [OH-].[Na+].[CH:3]1([C:9]2[C:10]3[CH:11]=[CH:12][C:13]([C:29]([O:31]C)=[O:30])=[CH:14][C:15]=3[N:16]3[CH2:22][C@H:21]([OH:23])[C@H:20]([OH:24])[C:19]4[CH:25]=[CH:26][CH:27]=[CH:28][C:18]=4[C:17]=23)[CH2:8][CH2:7][CH2:6][CH2:5][CH2:4]1.Cl. Product: [CH:3]1([C:9]2[C:10]3[CH:11]=[CH:12][C:13]([C:29]([OH:31])=[O:30])=[CH:14][C:15]=3[N:16]3[CH2:22][C@H:21]([OH:23])[C@H:20]([OH:24])[C:19]4[CH:25]=[CH:26][CH:27]=[CH:28][C:18]=4[C:17]=23)[CH2:4][CH2:5][CH2:6][CH2:7][CH2:8]1. The catalyst class is: 111. (4) Reactant: [H-].[Al+3].[Li+].[H-].[H-].[H-].[C:7]([CH2:9][C:10]1([NH:15][C:16](=[O:22])[O:17][C:18]([CH3:21])([CH3:20])[CH3:19])[CH2:14][CH2:13][CH2:12][CH2:11]1)#[N:8].S([O-])([O-])(=O)=O.[Na+].[Na+]. Product: [NH2:8][CH2:7][CH2:9][C:10]1([NH:15][C:16](=[O:22])[O:17][C:18]([CH3:20])([CH3:19])[CH3:21])[CH2:14][CH2:13][CH2:12][CH2:11]1. The catalyst class is: 27.